This data is from Aqueous solubility values for 9,982 compounds from the AqSolDB database. The task is: Regression/Classification. Given a drug SMILES string, predict its absorption, distribution, metabolism, or excretion properties. Task type varies by dataset: regression for continuous measurements (e.g., permeability, clearance, half-life) or binary classification for categorical outcomes (e.g., BBB penetration, CYP inhibition). For this dataset (solubility_aqsoldb), we predict Y. (1) The compound is NP(N)(=O)c1ccccc1. The Y is -1.15 log mol/L. (2) The molecule is COc1ccc(COC(C)=O)cc1. The Y is -2.47 log mol/L. (3) The molecule is CC(=O)[O-].CC(=O)[O-].CCCC[Sn+2]CCCC. The Y is -4.77 log mol/L. (4) The drug is C[C@@H]1NC(=O)[C@@H](C)NC1=O. The Y is -0.153 log mol/L.